From a dataset of Forward reaction prediction with 1.9M reactions from USPTO patents (1976-2016). Predict the product of the given reaction. (1) The product is: [N+:8]1([O-:12])[CH:9]=[CH:10][CH:11]=[C:4]2[CH2:3][CH2:2][CH2:1][CH2:7][CH2:6][C:5]=12. Given the reactants [CH2:1]1[CH2:7][CH2:6][C:5]2[N:8]=[CH:9][CH:10]=[CH:11][C:4]=2[CH2:3][CH2:2]1.[OH:12]O, predict the reaction product. (2) Given the reactants [CH2:1]([C:3]1[C:8](=[O:9])[NH:7][C:6]([CH3:10])=[C:5]([C:11]2[S:15][C:14]([S:16](Cl)(=[O:18])=[O:17])=[CH:13][CH:12]=2)[CH:4]=1)[CH3:2].[C:20]([O:24][C:25]([N:27]1[CH2:32][CH2:31][CH:30]([CH2:33][NH-:34])[CH2:29][CH2:28]1)=[O:26])([CH3:23])([CH3:22])[CH3:21], predict the reaction product. The product is: [C:20]([O:24][C:25]([N:27]1[CH2:32][CH2:31][CH:30]([CH2:33][NH:34][S:16]([C:14]2[S:15][C:11]([C:5]3[CH:4]=[C:3]([CH2:1][CH3:2])[C:8](=[O:9])[NH:7][C:6]=3[CH3:10])=[CH:12][CH:13]=2)(=[O:18])=[O:17])[CH2:29][CH2:28]1)=[O:26])([CH3:23])([CH3:22])[CH3:21]. (3) Given the reactants [CH3:1][S:2]([CH2:5][C:6]([OH:8])=O)(=[O:4])=[O:3].ClC(N(C)C)=C(C)C.[NH2:17][C:18]1[CH:23]=[C:22]([O:24][C:25]2[C:34]3[C:29](=[CH:30][CH:31]=[CH:32][CH:33]=3)[C:28]([NH:35][C:36]([NH:38][C:39]3[N:43]([C:44]4[CH:49]=[CH:48][C:47]([CH3:50])=[CH:46][CH:45]=4)[N:42]=[C:41]([C:51]([CH3:54])([CH3:53])[CH3:52])[CH:40]=3)=[O:37])=[CH:27][CH:26]=2)[CH:21]=[CH:20][N:19]=1.CCN(C(C)C)C(C)C.N, predict the reaction product. The product is: [C:51]([C:41]1[CH:40]=[C:39]([NH:38][C:36](=[O:37])[NH:35][C:28]2[C:29]3[C:34](=[CH:33][CH:32]=[CH:31][CH:30]=3)[C:25]([O:24][C:22]3[CH:21]=[CH:20][N:19]=[C:18]([NH:17][C:6](=[O:8])[CH2:5][S:2]([CH3:1])(=[O:4])=[O:3])[CH:23]=3)=[CH:26][CH:27]=2)[N:43]([C:44]2[CH:49]=[CH:48][C:47]([CH3:50])=[CH:46][CH:45]=2)[N:42]=1)([CH3:54])([CH3:53])[CH3:52]. (4) Given the reactants [Cl:1][C:2]1[C:3]([C:23]([OH:25])=O)=[CH:4][C:5]2[N:6]([C:8]([CH2:14][CH:15]3[CH2:20][CH2:19][C:18]([F:22])([F:21])[CH2:17][CH2:16]3)=[C:9]([CH:11]([CH3:13])[CH3:12])[N:10]=2)[CH:7]=1.Cl.[NH2:27][CH:28]1[CH2:33][CH2:32][O:31][CH2:30][CH2:29]1, predict the reaction product. The product is: [Cl:1][C:2]1[C:3]([C:23]([NH:27][CH:28]2[CH2:33][CH2:32][O:31][CH2:30][CH2:29]2)=[O:25])=[CH:4][C:5]2[N:6]([C:8]([CH2:14][CH:15]3[CH2:20][CH2:19][C:18]([F:22])([F:21])[CH2:17][CH2:16]3)=[C:9]([CH:11]([CH3:13])[CH3:12])[N:10]=2)[CH:7]=1.